From a dataset of Forward reaction prediction with 1.9M reactions from USPTO patents (1976-2016). Predict the product of the given reaction. (1) Given the reactants N1(CC2[CH:13]=[CH:12][C:11](/[CH:14]=[CH:15]/[C:16]#[C:17][C:18]3[CH:26]=[CH:25][C:21]([C:22]([OH:24])=[O:23])=[CH:20][CH:19]=3)=[CH:10][CH:9]=2)CCOCC1.CC[N:29]([CH:33]([CH3:35])C)[CH:30]([CH3:32])[CH3:31].[CH:36]1(N)CC1, predict the reaction product. The product is: [CH3:36][O:24][C:22](=[O:23])[C:21]1[CH:25]=[CH:26][C:18]([C:17]#[C:16]/[CH:15]=[CH:14]/[C:11]2[CH:12]=[CH:13][C:35]([CH2:33][NH:29][CH:30]3[CH2:31][CH2:32]3)=[CH:9][CH:10]=2)=[CH:19][CH:20]=1. (2) Given the reactants [C:1]([N:8]1[CH2:11][C:10](=[O:12])[CH2:9]1)([O:3][C:4]([CH3:7])([CH3:6])[CH3:5])=[O:2].[CH2:13]([Mg]Br)[C:14]1[CH:19]=[CH:18][CH:17]=[CH:16][CH:15]=1, predict the reaction product. The product is: [CH2:13]([C:10]1([OH:12])[CH2:11][N:8]([C:1]([O:3][C:4]([CH3:7])([CH3:6])[CH3:5])=[O:2])[CH2:9]1)[C:14]1[CH:19]=[CH:18][CH:17]=[CH:16][CH:15]=1. (3) Given the reactants C1C(=O)N([Br:8])C(=O)C1.[CH3:9][N:10]1[C:14]([C:15]2[CH:16]=[C:17]([C:20]([O:22][CH3:23])=[O:21])[S:18][CH:19]=2)=[CH:13][CH:12]=[N:11]1, predict the reaction product. The product is: [Br:8][C:13]1[CH:12]=[N:11][N:10]([CH3:9])[C:14]=1[C:15]1[CH:16]=[C:17]([C:20]([O:22][CH3:23])=[O:21])[S:18][CH:19]=1. (4) Given the reactants [Cl:1][C:2]1[CH:18]=[CH:17][CH:16]=[C:15]([Cl:19])[C:3]=1[C:4]([NH:6][C:7]1[C:8]([C:12]([OH:14])=O)=[N:9][NH:10][CH:11]=1)=[O:5].[NH2:20][CH:21]1[CH2:26][CH2:25][N:24](C(OC(C)(C)C)=O)[CH2:23][CH2:22]1.C(N=C=NCCCN(C)C)C.ON1C2C=CC=CC=2N=N1, predict the reaction product. The product is: [NH:24]1[CH2:25][CH2:26][CH:21]([NH:20][C:12]([C:8]2[C:7]([NH:6][C:4](=[O:5])[C:3]3[C:15]([Cl:19])=[CH:16][CH:17]=[CH:18][C:2]=3[Cl:1])=[CH:11][NH:10][N:9]=2)=[O:14])[CH2:22][CH2:23]1.